From a dataset of NCI-60 drug combinations with 297,098 pairs across 59 cell lines. Regression. Given two drug SMILES strings and cell line genomic features, predict the synergy score measuring deviation from expected non-interaction effect. (1) Drug 1: CC1=C(C=C(C=C1)NC(=O)C2=CC=C(C=C2)CN3CCN(CC3)C)NC4=NC=CC(=N4)C5=CN=CC=C5. Drug 2: CS(=O)(=O)OCCCCOS(=O)(=O)C. Cell line: HCC-2998. Synergy scores: CSS=-3.50, Synergy_ZIP=0.872, Synergy_Bliss=-0.0275, Synergy_Loewe=-5.38, Synergy_HSA=-6.03. (2) Synergy scores: CSS=14.3, Synergy_ZIP=-7.26, Synergy_Bliss=-1.67, Synergy_Loewe=1.77, Synergy_HSA=0.359. Drug 2: C1CN(CCN1C(=O)CCBr)C(=O)CCBr. Cell line: HCT-15. Drug 1: CC1=C2C(C(=O)C3(C(CC4C(C3C(C(C2(C)C)(CC1OC(=O)C(C(C5=CC=CC=C5)NC(=O)OC(C)(C)C)O)O)OC(=O)C6=CC=CC=C6)(CO4)OC(=O)C)O)C)O. (3) Drug 1: COC1=C(C=C2C(=C1)N=CN=C2NC3=CC(=C(C=C3)F)Cl)OCCCN4CCOCC4. Drug 2: C1=CC(=CC=C1CC(C(=O)O)N)N(CCCl)CCCl.Cl. Cell line: NCI-H522. Synergy scores: CSS=41.1, Synergy_ZIP=2.09, Synergy_Bliss=1.96, Synergy_Loewe=-3.22, Synergy_HSA=6.41. (4) Drug 1: CNC(=O)C1=CC=CC=C1SC2=CC3=C(C=C2)C(=NN3)C=CC4=CC=CC=N4. Drug 2: C1=NC2=C(N=C(N=C2N1C3C(C(C(O3)CO)O)O)F)N. Cell line: SK-MEL-2. Synergy scores: CSS=-7.26, Synergy_ZIP=-2.63, Synergy_Bliss=-11.9, Synergy_Loewe=-14.4, Synergy_HSA=-14.5. (5) Drug 1: CCC1=CC2CC(C3=C(CN(C2)C1)C4=CC=CC=C4N3)(C5=C(C=C6C(=C5)C78CCN9C7C(C=CC9)(C(C(C8N6C)(C(=O)OC)O)OC(=O)C)CC)OC)C(=O)OC.C(C(C(=O)O)O)(C(=O)O)O. Drug 2: CCCS(=O)(=O)NC1=C(C(=C(C=C1)F)C(=O)C2=CNC3=C2C=C(C=N3)C4=CC=C(C=C4)Cl)F. Cell line: PC-3. Synergy scores: CSS=26.4, Synergy_ZIP=4.50, Synergy_Bliss=4.83, Synergy_Loewe=-26.8, Synergy_HSA=3.80. (6) Drug 1: C1=NC(=NC(=O)N1C2C(C(C(O2)CO)O)O)N. Drug 2: C(CC(=O)O)C(=O)CN.Cl. Cell line: HOP-62. Synergy scores: CSS=31.2, Synergy_ZIP=-2.41, Synergy_Bliss=0.587, Synergy_Loewe=-21.5, Synergy_HSA=1.70.